The task is: Predict the product of the given reaction.. This data is from Forward reaction prediction with 1.9M reactions from USPTO patents (1976-2016). Given the reactants [Cl:1][C:2]1[C:3](=[O:28])[N:4]([CH2:18][C:19]2[CH:20]=[C:21]3[C:25](=[CH:26][CH:27]=2)[NH:24][CH2:23][CH2:22]3)[CH:5]=[CH:6][C:7]=1[O:8][CH2:9][C:10]1[CH:15]=[CH:14][C:13]([F:16])=[CH:12][C:11]=1[F:17].[C:29]([O:32][C:33]([C:36](Cl)=[O:37])([CH3:35])[CH3:34])(=[O:31])[CH3:30].[CH2:39](N(CC)CC)C, predict the reaction product. The product is: [C:29]([O:32][C:33]([CH3:35])([CH3:34])[C:36]([N:24]1[C:25]2[C:21](=[CH:20][C:19]([CH2:18][N:4]3[C:5]([CH3:39])=[CH:6][C:7]([O:8][CH2:9][C:10]4[CH:15]=[CH:14][C:13]([F:16])=[CH:12][C:11]=4[F:17])=[C:2]([Cl:1])[C:3]3=[O:28])=[CH:27][CH:26]=2)[CH2:22][CH2:23]1)=[O:37])(=[O:31])[CH3:30].